This data is from Forward reaction prediction with 1.9M reactions from USPTO patents (1976-2016). The task is: Predict the product of the given reaction. Given the reactants [Cl:1][C:2]1[C:15]([O:16][CH3:17])=[C:14]([O:18][CH3:19])[CH:13]=[CH:12][C:3]=1[CH2:4][CH2:5][NH:6][C:7](=O)[O:8]CC.C[Si](C)(C)O[Si](C)(C)C.P(Cl)(Cl)(Cl)=O.O=P12OP3(OP(OP(O3)(O1)=O)(=O)O2)=O, predict the reaction product. The product is: [Cl:1][C:2]1[C:15]([O:16][CH3:17])=[C:14]([O:18][CH3:19])[CH:13]=[C:12]2[C:3]=1[CH2:4][CH2:5][NH:6][C:7]2=[O:8].